The task is: Regression. Given two drug SMILES strings and cell line genomic features, predict the synergy score measuring deviation from expected non-interaction effect.. This data is from Merck oncology drug combination screen with 23,052 pairs across 39 cell lines. Synergy scores: synergy=89.3. Cell line: SW837. Drug 1: NC1(c2ccc(-c3nc4ccn5c(=O)[nH]nc5c4cc3-c3ccccc3)cc2)CCC1. Drug 2: C#Cc1cccc(Nc2ncnc3cc(OCCOC)c(OCCOC)cc23)c1.